Dataset: Catalyst prediction with 721,799 reactions and 888 catalyst types from USPTO. Task: Predict which catalyst facilitates the given reaction. (1) Product: [C:32]([C:29]1[N:30]=[CH:31][C:26]([N:22]2[CH2:23][CH2:24][CH:19]([N:5]([CH:2]3[CH2:4][CH2:3]3)[C:6](=[O:18])[C:7]3[CH:8]=[CH:9][C:10]([C:13]4[O:17][CH:16]=[N:15][CH:14]=4)=[CH:11][CH:12]=3)[CH2:20][CH2:21]2)=[N:27][CH:28]=1)#[N:33]. Reactant: Cl.[CH:2]1([N:5]([CH:19]2[CH2:24][CH2:23][NH:22][CH2:21][CH2:20]2)[C:6](=[O:18])[C:7]2[CH:12]=[CH:11][C:10]([C:13]3[O:17][CH:16]=[N:15][CH:14]=3)=[CH:9][CH:8]=2)[CH2:4][CH2:3]1.Cl[C:26]1[N:27]=[CH:28][C:29]([C:32]#[N:33])=[N:30][CH:31]=1. The catalyst class is: 60. (2) Reactant: [CH3:1][NH:2][C:3](=[O:19])[C:4]1[CH:9]=[CH:8][C:7]([NH:10][C:11]2([C:16]#N)[CH2:15][CH2:14][CH2:13][CH2:12]2)=[CH:6][C:5]=1[F:18].[N:20]([C:23]1[CH:30]=[CH:29][C:26]([C:27]#[N:28])=[C:25]([C:31]([F:34])([F:33])[F:32])[CH:24]=1)=[C:21]=[S:22].C[OH:36].Cl. Product: [C:27]([C:26]1[CH:29]=[CH:30][C:23]([N:20]2[C:16](=[O:36])[C:11]3([CH2:15][CH2:14][CH2:13][CH2:12]3)[N:10]([C:7]3[CH:8]=[CH:9][C:4]([C:3]([NH:2][CH3:1])=[O:19])=[C:5]([F:18])[CH:6]=3)[C:21]2=[S:22])=[CH:24][C:25]=1[C:31]([F:32])([F:34])[F:33])#[N:28]. The catalyst class is: 18. (3) Reactant: [CH:1]1([CH:7]2[CH2:16][CH2:15][C:10]3(OCC[O:11]3)[CH2:9][CH2:8]2)[CH2:6][CH2:5][CH2:4][CH2:3][CH2:2]1.FC(F)(F)C(O)=O. Product: [CH:7]1([CH:1]2[CH2:6][CH2:5][CH2:4][CH2:3][CH2:2]2)[CH2:8][CH2:9][C:10](=[O:11])[CH2:15][CH2:16]1. The catalyst class is: 95. (4) Reactant: [CH3:1][C@H:2]([O:6][C:7]1[CH:8]=[C:9]([C:21]([NH:23][C:24]2[N:29]=[CH:28][C:27]([C:30]([O:32][CH3:33])=[O:31])=[CH:26][CH:25]=2)=[O:22])[CH:10]=[C:11]([O:13]CC2C=CC=CC=2)[CH:12]=1)[CH2:3][O:4][CH3:5].CO.[H][H]. Product: [OH:13][C:11]1[CH:10]=[C:9]([C:21]([NH:23][C:24]2[N:29]=[CH:28][C:27]([C:30]([O:32][CH3:33])=[O:31])=[CH:26][CH:25]=2)=[O:22])[CH:8]=[C:7]([O:6][C@@H:2]([CH3:1])[CH2:3][O:4][CH3:5])[CH:12]=1. The catalyst class is: 123.